From a dataset of Full USPTO retrosynthesis dataset with 1.9M reactions from patents (1976-2016). Predict the reactants needed to synthesize the given product. (1) Given the product [F:16][C:10]1[CH:11]=[C:12]([F:15])[CH:13]=[CH:14][C:9]=1[O:8][C:7]1[C:2]([C:30]2[C:29]3[CH2:28][CH2:27][CH2:26][CH2:25][C:24]=3[C:23](=[O:41])[N:22]([CH3:21])[CH:31]=2)=[N:3][C:4]([NH:46][S:43]([CH3:42])(=[O:45])=[O:44])=[N:5][CH:6]=1, predict the reactants needed to synthesize it. The reactants are: Cl[C:2]1[C:7]([O:8][C:9]2[CH:14]=[CH:13][C:12]([F:15])=[CH:11][C:10]=2[F:16])=[CH:6][N:5]=[C:4](S(C)(=O)=O)[N:3]=1.[CH3:21][N:22]1[CH:31]=[C:30](B2OC(C)(C)C(C)(C)O2)[C:29]2[CH2:28][CH2:27][CH2:26][CH2:25][C:24]=2[C:23]1=[O:41].[CH3:42][S:43]([NH2:46])(=[O:45])=[O:44]. (2) Given the product [F:30][C:11]1([F:29])[C:10]2[C:14](=[C:15]([F:18])[CH:16]=[CH:17][C:9]=2[C@@H:6]([OH:8])[CH3:7])[N:13]([CH2:19][C:20]2[CH:25]=[CH:24][N:23]=[C:22]([C:26]#[N:27])[CH:21]=2)[C:12]1=[O:28], predict the reactants needed to synthesize it. The reactants are: CN(C)C=O.[C:6]([C:9]1[CH:17]=[CH:16][C:15]([F:18])=[C:14]2[C:10]=1[C:11]([F:30])([F:29])[C:12](=[O:28])[N:13]2[CH2:19][C:20]1[CH:25]=[CH:24][N:23]=[C:22]([C:26]#[N:27])[CH:21]=1)(=[O:8])[CH3:7].C(N(CC)CC)C.C(O)=O. (3) Given the product [F:26][C:23]1[CH:24]=[CH:25][C:20]([NH:19][C:11]2[CH:10]=[C:9]([C:28]3[S:27][CH:31]=[CH:30][CH:29]=3)[CH:18]=[CH:17][C:12]=2[C:13]([O:15][CH3:16])=[O:14])=[CH:21][CH:22]=1, predict the reactants needed to synthesize it. The reactants are: C1(C)C=CC=CC=1.Br[C:9]1[CH:18]=[CH:17][C:12]([C:13]([O:15][CH3:16])=[O:14])=[C:11]([NH:19][C:20]2[CH:25]=[CH:24][C:23]([F:26])=[CH:22][CH:21]=2)[CH:10]=1.[S:27]1[CH:31]=[CH:30][CH:29]=[C:28]1B(O)O.C(=O)([O-])[O-].[Na+].[Na+]. (4) Given the product [Cl:19][C:20]1[CH:25]=[C:24]([C:26]#[C:27][C:2]2[N:3]=[C:4]([CH3:18])[N:5]([C:7]3[CH:12]=[N:11][N:10]([CH2:13][CH3:14])[C:9](=[O:17])[CH:8]=3)[CH:6]=2)[CH:23]=[CH:22][N:21]=1, predict the reactants needed to synthesize it. The reactants are: I[C:2]1[N:3]=[C:4]([CH3:18])[N:5]([C:7]2[CH:12]=[N:11][N:10]([CH2:13][CH2:14]OC)[C:9](=[O:17])[CH:8]=2)[CH:6]=1.[Cl:19][C:20]1[CH:25]=[C:24]([C:26]#[C:27][Si](C)(C)C)[CH:23]=[CH:22][N:21]=1. (5) Given the product [CH3:3][C:4]1([CH3:16])[C:8]([CH3:9])([CH3:10])[O:7][B:6]([C:11]2[CH:15]=[N:14][N:13]([CH2:19][C:20]3[CH:25]=[CH:24][CH:23]=[CH:22][N:21]=3)[CH:12]=2)[O:5]1, predict the reactants needed to synthesize it. The reactants are: [H-].[Na+].[CH3:3][C:4]1([CH3:16])[C:8]([CH3:10])([CH3:9])[O:7][B:6]([C:11]2[CH:12]=[N:13][NH:14][CH:15]=2)[O:5]1.Cl.Cl[CH2:19][C:20]1[CH:25]=[CH:24][CH:23]=[CH:22][N:21]=1.O. (6) Given the product [CH3:20][C:19]1[N:15]([CH2:14][C:13]([N:10]2[CH2:11][CH2:12][CH:7]([C:4]3[S:5][CH:6]=[C:2]([NH:1][C:33]([NH:32][C:26]4[CH:31]=[CH:30][CH:29]=[CH:28][CH:27]=4)=[O:34])[N:3]=3)[CH2:8][CH2:9]2)=[O:25])[N:16]=[C:17]([C:21]([F:24])([F:23])[F:22])[CH:18]=1, predict the reactants needed to synthesize it. The reactants are: [NH2:1][C:2]1[N:3]=[C:4]([CH:7]2[CH2:12][CH2:11][N:10]([C:13](=[O:25])[CH2:14][N:15]3[C:19]([CH3:20])=[CH:18][C:17]([C:21]([F:24])([F:23])[F:22])=[N:16]3)[CH2:9][CH2:8]2)[S:5][CH:6]=1.[C:26]1([N:32]=[C:33]=[O:34])[CH:31]=[CH:30][CH:29]=[CH:28][CH:27]=1.CO. (7) Given the product [CH2:1]([O:3][C:4]1[CH:23]=[CH:22][C:7]([O:8][CH:9]2[CH2:10][N:11]([C:13]3[CH:18]=[CH:17][C:16]([C@@H:19]([NH:21][C:25]4[CH2:29][O:28][C:27](=[O:30])[CH:26]=4)[CH3:20])=[CH:15][CH:14]=3)[CH2:12]2)=[CH:6][CH:5]=1)[CH3:2], predict the reactants needed to synthesize it. The reactants are: [CH2:1]([O:3][C:4]1[CH:23]=[CH:22][C:7]([O:8][CH:9]2[CH2:12][N:11]([C:13]3[CH:18]=[CH:17][C:16]([C@@H:19]([NH2:21])[CH3:20])=[CH:15][CH:14]=3)[CH2:10]2)=[CH:6][CH:5]=1)[CH3:2].Br[C:25]1[CH2:29][O:28][C:27](=[O:30])[CH:26]=1. (8) Given the product [Cl:1][C:2]1[C:3]([C:9]#[N:10])=[N:4][CH:5]=[C:6]([C:12]([CH3:16])=[CH2:11])[CH:7]=1, predict the reactants needed to synthesize it. The reactants are: [Cl:1][C:2]1[C:3]([C:9]#[N:10])=[N:4][CH:5]=[C:6](Cl)[CH:7]=1.[CH3:11][C:12]1(C)[C:16](C)(C)OB(C(C)=C)O1.C(=O)([O-])[O-].[Na+].[Na+].